Predict the reactants needed to synthesize the given product. From a dataset of Full USPTO retrosynthesis dataset with 1.9M reactions from patents (1976-2016). (1) Given the product [CH3:6][S:7]([C:10]1[CH:11]=[CH:12][C:13]([O:18][CH2:19][C:20]2[CH:21]=[CH:22][C:23]([O:26][CH3:27])=[CH:24][CH:25]=2)=[C:14]([C:15](=[O:16])[CH2:2][CH2:1][C:3](=[O:4])[CH3:5])[CH:17]=1)(=[O:8])=[O:9], predict the reactants needed to synthesize it. The reactants are: [CH:1]([C:3]([CH3:5])=[O:4])=[CH2:2].[CH3:6][S:7]([C:10]1[CH:11]=[CH:12][C:13]([O:18][CH2:19][C:20]2[CH:25]=[CH:24][C:23]([O:26][CH3:27])=[CH:22][CH:21]=2)=[C:14]([CH:17]=1)[CH:15]=[O:16])(=[O:9])=[O:8].C(N(CC)CC)C. (2) The reactants are: [Cl:1][C:2]1[N:7]=[C:6](Cl)[CH:5]=[C:4]([C:9]2[CH:14]=[CH:13][C:12]([F:15])=[CH:11][CH:10]=2)[N:3]=1.C([O-])(O)=O.[Na+].[CH2:21]([O:23][C:24](=[O:38])[C:25]1[CH:30]=[C:29]([Cl:31])[C:28]([N:32]2[CH2:37][CH2:36][NH:35][CH2:34][CH2:33]2)=[N:27][CH:26]=1)[CH3:22]. Given the product [CH2:21]([O:23][C:24](=[O:38])[C:25]1[CH:30]=[C:29]([Cl:31])[C:28]([N:32]2[CH2:37][CH2:36][N:35]([C:6]3[CH:5]=[C:4]([C:9]4[CH:14]=[CH:13][C:12]([F:15])=[CH:11][CH:10]=4)[N:3]=[C:2]([Cl:1])[N:7]=3)[CH2:34][CH2:33]2)=[N:27][CH:26]=1)[CH3:22], predict the reactants needed to synthesize it.